This data is from Forward reaction prediction with 1.9M reactions from USPTO patents (1976-2016). The task is: Predict the product of the given reaction. (1) Given the reactants C(O)(C(F)(F)F)=O.[OH:8][C@H:9]1[C:13]2[N:14]=[CH:15][N:16]=[C:17]([C:18]3[CH2:23][CH2:22][N:21](C(OC(C)(C)C)=O)[CH2:20][CH:19]=3)[C:12]=2[C@H:11]([CH3:31])[CH2:10]1, predict the reaction product. The product is: [CH3:31][C@H:11]1[C:12]2[C:17]([C:18]3[CH2:23][CH2:22][NH:21][CH2:20][CH:19]=3)=[N:16][CH:15]=[N:14][C:13]=2[C@H:9]([OH:8])[CH2:10]1. (2) Given the reactants [Cl:1][C:2]1[CH:16]=[C:15]([CH3:17])[CH:14]=[C:13]([Cl:18])[C:3]=1[O:4][CH2:5][CH2:6][O:7][C:8]1[S:9][CH:10]=[CH:11][N:12]=1.[Li]CCCC.[CH3:24][O:25][C:26]([C:28]1[CH:29]2[N:44]([C:45]([O:47][C:48]([CH3:51])([CH3:50])[CH3:49])=[O:46])[CH:33]([CH2:34][C:35]=1OS(C(F)(F)F)(=O)=O)[CH2:32][N:31]([C:52]([O:54][C:55]([CH3:58])([CH3:57])[CH3:56])=[O:53])[CH2:30]2)=[O:27].[NH4+].[Cl-], predict the reaction product. The product is: [CH3:24][O:25][C:26]([C:28]1[CH:29]2[N:44]([C:45]([O:47][C:48]([CH3:51])([CH3:49])[CH3:50])=[O:46])[CH:33]([CH2:34][C:35]=1[C:10]1[S:9][C:8]([O:7][CH2:6][CH2:5][O:4][C:3]3[C:13]([Cl:18])=[CH:14][C:15]([CH3:17])=[CH:16][C:2]=3[Cl:1])=[N:12][CH:11]=1)[CH2:32][N:31]([C:52]([O:54][C:55]([CH3:58])([CH3:57])[CH3:56])=[O:53])[CH2:30]2)=[O:27]. (3) Given the reactants [Br:1][C:2]1[S:6][C:5]([NH:7][C:8]([NH:10]C(=O)C(Cl)(Cl)Cl)=[O:9])=[C:4]([C:17]([O:19][CH3:20])=[O:18])[CH:3]=1.N, predict the reaction product. The product is: [NH2:10][C:8]([NH:7][C:5]1[S:6][C:2]([Br:1])=[CH:3][C:4]=1[C:17]([O:19][CH3:20])=[O:18])=[O:9]. (4) Given the reactants [C:1]([O:5][C:6]([N:8]([CH3:22])[CH:9]1[CH:13]([OH:14])[CH2:12][N:11]([C:15]([O:17][C:18]([CH3:21])([CH3:20])[CH3:19])=[O:16])[CH2:10]1)=[O:7])([CH3:4])([CH3:3])[CH3:2].S(OC)(O[CH3:27])(=O)=O, predict the reaction product. The product is: [C:1]([O:5][C:6]([N:8]([CH3:22])[CH:9]1[CH:13]([O:14][CH3:27])[CH2:12][N:11]([C:15]([O:17][C:18]([CH3:21])([CH3:20])[CH3:19])=[O:16])[CH2:10]1)=[O:7])([CH3:4])([CH3:3])[CH3:2]. (5) Given the reactants [Cl:1][C:2]1[N:7]=[C:6](Cl)[N:5]=[C:4]([N:9]2[CH2:14][CH2:13][C:12]([C:16]3[CH:21]=[CH:20][C:19]([F:22])=[CH:18][CH:17]=3)([OH:15])[CH2:11][CH2:10]2)[N:3]=1.[OH-:23].[Na+], predict the reaction product. The product is: [Cl:1][C:2]1[NH:7][C:6](=[O:23])[N:5]=[C:4]([N:9]2[CH2:14][CH2:13][C:12]([C:16]3[CH:21]=[CH:20][C:19]([F:22])=[CH:18][CH:17]=3)([OH:15])[CH2:11][CH2:10]2)[N:3]=1.